From a dataset of Full USPTO retrosynthesis dataset with 1.9M reactions from patents (1976-2016). Predict the reactants needed to synthesize the given product. (1) Given the product [CH2:1]([O:3][C:4](=[O:29])[CH2:5][C@@H:6]([C:22]1[CH:23]=[N:24][C:25]([CH3:28])=[N:26][CH:27]=1)[CH2:7][CH2:8][CH2:9][CH2:10][CH2:11][CH2:12][CH2:13][OH:14])[CH3:2], predict the reactants needed to synthesize it. The reactants are: [CH2:1]([O:3][C:4](=[O:29])[CH2:5][C@@H:6]([C:22]1[CH:23]=[N:24][C:25]([CH3:28])=[N:26][CH:27]=1)[CH:7]=[CH:8][CH2:9][CH2:10][CH2:11][CH2:12][CH2:13][O:14]CC1C=CC=CC=1)[CH3:2].C1CC=CCC=1. (2) Given the product [CH2:1]([C:5]1[N:6]([CH2:18][CH2:19][O:20][CH2:23][C:22]#[CH:21])[C:7]2[C:16]3[CH:15]=[CH:14][CH:13]=[CH:12][C:11]=3[N:10]=[CH:9][C:8]=2[N:17]=1)[CH2:2][CH2:3][CH3:4], predict the reactants needed to synthesize it. The reactants are: [CH2:1]([C:5]1[N:6]([CH2:18][CH2:19][OH:20])[C:7]2[C:16]3[CH:15]=[CH:14][CH:13]=[CH:12][C:11]=3[N:10]=[CH:9][C:8]=2[N:17]=1)[CH2:2][CH2:3][CH3:4].[CH2:21](Br)[C:22]#[CH:23]. (3) Given the product [C:12]([O:11][C:9]([N:8]([C:5]1[CH:6]=[N:7][C:2]([CH2:1][Br:30])=[CH:3][CH:4]=1)[C:16]([O:18][C:19]([CH3:22])([CH3:21])[CH3:20])=[O:17])=[O:10])([CH3:15])([CH3:13])[CH3:14], predict the reactants needed to synthesize it. The reactants are: [CH3:1][C:2]1[N:7]=[CH:6][C:5]([N:8]([C:16]([O:18][C:19]([CH3:22])([CH3:21])[CH3:20])=[O:17])[C:9]([O:11][C:12]([CH3:15])([CH3:14])[CH3:13])=[O:10])=[CH:4][CH:3]=1.C1C(=O)N([Br:30])C(=O)C1.CC(N=NC(C#N)(C)C)(C#N)C. (4) Given the product [CH2:30]([C@H:10]1[CH2:9][NH:8][CH2:12][C@@H:11]1[CH2:13][N:14]([CH2:15][C:16]1[CH:21]=[CH:20][CH:19]=[CH:18][C:17]=1[OH:22])[C:23]1[CH:24]=[CH:25][C:26]([Cl:29])=[CH:27][CH:28]=1)[C:31]1[CH:36]=[CH:35][CH:34]=[CH:33][CH:32]=1, predict the reactants needed to synthesize it. The reactants are: C(OC([N:8]1[CH2:12][C@H:11]([CH2:13][N:14]([C:23]2[CH:28]=[CH:27][C:26]([Cl:29])=[CH:25][CH:24]=2)[CH2:15][C:16]2[CH:21]=[CH:20][CH:19]=[CH:18][C:17]=2[OH:22])[C@@H:10]([CH2:30][C:31]2[CH:36]=[CH:35][CH:34]=[CH:33][CH:32]=2)[CH2:9]1)=O)(C)(C)C.CC#N. (5) The reactants are: [CH2:1]([O:3][C:4]1[C:12]2[C:11](=[O:13])[N:10]([C:14]3[CH:19]=[CH:18][C:17]([CH2:20][C:21]([O:23][CH2:24][CH3:25])=[O:22])=[CH:16][C:15]=3[F:26])[C:9](=[O:27])[C:8]=2[C:7]([OH:28])=[C:6]2[CH:29]=[CH:30][CH:31]=[CH:32][C:5]=12)[CH3:2].C(=O)([O-])[O-].[Na+].[Na+].FC(F)(F)S(O[CH2:45][CH:46]([F:48])[F:47])(=O)=O.O. Given the product [F:47][CH:46]([F:48])[CH2:45][O:28][C:7]1[C:8]2[C:9](=[O:27])[N:10]([C:14]3[CH:19]=[CH:18][C:17]([CH2:20][C:21]([O:23][CH2:24][CH3:25])=[O:22])=[CH:16][C:15]=3[F:26])[C:11](=[O:13])[C:12]=2[C:4]([O:3][CH2:1][CH3:2])=[C:5]2[CH:32]=[CH:31][CH:30]=[CH:29][C:6]=12, predict the reactants needed to synthesize it.